Predict the reactants needed to synthesize the given product. From a dataset of Full USPTO retrosynthesis dataset with 1.9M reactions from patents (1976-2016). (1) Given the product [Cl:1][C:2]1[N:3]=[CH:4][C:5]2[CH:10]=[CH:9][N:8]([CH2:11][C:12]3[CH:17]=[CH:16][CH:15]=[CH:14][C:13]=3[N:18]([CH2:30][CH2:31][O:32][CH3:33])[S:19]([CH3:22])(=[O:21])=[O:20])[C:6]=2[N:7]=1, predict the reactants needed to synthesize it. The reactants are: [Cl:1][C:2]1[N:3]=[CH:4][C:5]2[CH:10]=[CH:9][N:8]([CH2:11][C:12]3[CH:17]=[CH:16][CH:15]=[CH:14][C:13]=3[NH:18][S:19]([CH3:22])(=[O:21])=[O:20])[C:6]=2[N:7]=1.C(=O)([O-])[O-].[K+].[K+].Br[CH2:30][CH2:31][O:32][CH3:33].C(OCC)(=O)C.CCCCCC. (2) Given the product [C:69]([C:68]1[CH:71]=[CH:72][C:65]([CH3:64])=[C:66]([CH:67]=1)[O:73][CH:74]1[CH2:75][CH2:76][N:77]([C:25](=[O:27])[CH2:24][NH:23][C:21]([C:19]2[N:18]=[CH:17][N:16]([C:10]3[CH:11]=[CH:12][CH:13]=[CH:14][CH:15]=3)[CH:20]=2)=[O:22])[CH2:78][CH2:79]1)#[N:70], predict the reactants needed to synthesize it. The reactants are: CCN(C(C)C)C(C)C.[C:10]1([N:16]2[CH:20]=[C:19]([C:21]([NH:23][CH2:24][C:25]([OH:27])=O)=[O:22])[N:18]=[CH:17]2)[CH:15]=[CH:14][CH:13]=[CH:12][CH:11]=1.C1(N2C=C(C(O)=O)N=C2)C=CC=CC=1.C1C=CC2N(O)N=NC=2C=1.CCN=C=NCCCN(C)C.Cl.[CH3:64][C:65]1[CH:72]=[CH:71][C:68]([C:69]#[N:70])=[CH:67][C:66]=1[O:73][CH:74]1[CH2:79][CH2:78][NH:77][CH2:76][CH2:75]1.Cl.ClC1C=CC=CC=1OC1CCNCC1. (3) Given the product [Cl:26][C:23]1[CH:24]=[CH:25][C:16]([NH:15][C:12]([C:10]2[O:11][C:7]([C:1]3[CH:2]=[CH:3][CH:4]=[CH:5][CH:6]=3)=[CH:8][CH:9]=2)=[O:14])=[C:17]([CH:22]=1)[C:18]([OH:20])=[O:19], predict the reactants needed to synthesize it. The reactants are: [C:1]1([C:7]2[O:11][C:10]([C:12]([OH:14])=O)=[CH:9][CH:8]=2)[CH:6]=[CH:5][CH:4]=[CH:3][CH:2]=1.[NH2:15][C:16]1[CH:25]=[CH:24][C:23]([Cl:26])=[CH:22][C:17]=1[C:18]([O:20]C)=[O:19]. (4) Given the product [F:27][C:28]([F:33])([F:32])[C:29]([OH:31])=[O:30].[CH2:1]([O:3][C:4]([C:6]1[N:7]=[CH:8][N:9]2[C:15]=1[CH2:14][NH:13][CH2:12][C:11]1[CH:23]=[CH:24][CH:25]=[CH:26][C:10]2=1)=[O:5])[CH3:2], predict the reactants needed to synthesize it. The reactants are: [CH2:1]([O:3][C:4]([C:6]1[N:7]=[CH:8][N:9]2[C:15]=1[CH2:14][N:13](C(OC(C)(C)C)=O)[CH2:12][C:11]1[CH:23]=[CH:24][CH:25]=[CH:26][C:10]2=1)=[O:5])[CH3:2].[F:27][C:28]([F:33])([F:32])[C:29]([OH:31])=[O:30]. (5) The reactants are: [F-].[K+].[Br:3][C:4]1[CH:5]=[CH:6][C:7](I)=[C:8]([CH3:10])[CH:9]=1.C[Si](C)(C)[CH:14]=[CH2:15]. Given the product [Br:3][C:4]1[CH:5]=[CH:6][C:7]([CH:14]=[CH2:15])=[C:8]([CH3:10])[CH:9]=1, predict the reactants needed to synthesize it. (6) Given the product [ClH:36].[CH3:33][N:2]([CH3:1])[C:3]1([C:26]2[CH:27]=[CH:28][C:29]([F:32])=[CH:30][CH:31]=2)[CH2:8][CH2:7][CH:6]([CH2:9][C:10]([N:12]2[CH2:16][CH2:15][CH:14]([C:17]3[C:25]4[C:20](=[CH:21][CH:22]=[CH:23][CH:24]=4)[NH:19][CH:18]=3)[CH2:13]2)=[O:11])[CH2:5][CH2:4]1, predict the reactants needed to synthesize it. The reactants are: [CH3:1][N:2]([CH3:33])[C:3]1([C:26]2[CH:31]=[CH:30][C:29]([F:32])=[CH:28][CH:27]=2)[CH2:8][CH2:7][CH:6]([CH2:9][C:10]([N:12]2[CH2:16][CH2:15][CH:14]([C:17]3[C:25]4[C:20](=[CH:21][CH:22]=[CH:23][CH:24]=4)[NH:19][CH:18]=3)[CH2:13]2)=[O:11])[CH2:5][CH2:4]1.C[Si](C)(C)[Cl:36]. (7) Given the product [F:82][CH:59]([F:58])[O:60][C:61]1[CH:62]=[CH:63][C:64]([C:2]2[N:19]([CH2:20][O:21][CH2:22][CH2:23][Si:24]([CH3:27])([CH3:26])[CH3:25])[C:5]3[CH:6]=[N:7][N:8]([CH2:11][O:12][CH2:13][CH2:14][Si:15]([CH3:18])([CH3:16])[CH3:17])[C:9](=[O:10])[C:4]=3[C:3]=2[CH2:28][CH3:29])=[C:65]2[C:70]=1[O:69][C:68]([CH3:71])([CH3:72])[CH:67]=[CH:66]2, predict the reactants needed to synthesize it. The reactants are: Br[C:2]1[N:19]([CH2:20][O:21][CH2:22][CH2:23][Si:24]([CH3:27])([CH3:26])[CH3:25])[C:5]2[CH:6]=[N:7][N:8]([CH2:11][O:12][CH2:13][CH2:14][Si:15]([CH3:18])([CH3:17])[CH3:16])[C:9](=[O:10])[C:4]=2[C:3]=1[CH2:28][CH3:29].BrC1N(COCC[Si](C)(C)C)C2C=NN(COCC[Si](C)(C)C)C(=O)C=2C=1C.[F:58][CH:59]([F:82])[O:60][C:61]1[CH:62]=[CH:63][C:64](B2OC(C)(C)C(C)(C)O2)=[C:65]2[C:70]=1[O:69][C:68]([CH3:72])([CH3:71])[CH:67]=[CH:66]2.C1(OC2C=C(B3OC(C)(C)C(C)(C)O3)C=CC=2OC(F)F)CC1.C1(P(C2CCCCC2)C2CCCCC2)CCCCC1. (8) Given the product [CH3:1][S:2][CH2:3][C:4]1([C:7]([OH:9])=[O:8])[CH2:6][CH2:5]1, predict the reactants needed to synthesize it. The reactants are: [CH3:1][S:2][CH2:3][C:4]1([C:7]([O:9]CC)=[O:8])[CH2:6][CH2:5]1.C[S-].[Na+].CS(OCC1(C(OCC)=O)CC1)(=O)=O.